From a dataset of Full USPTO retrosynthesis dataset with 1.9M reactions from patents (1976-2016). Predict the reactants needed to synthesize the given product. (1) Given the product [C:20](/[C:21](=[CH:10]\[NH:9][CH2:8][C:7]#[N:6])/[C:22]([O:25][CH2:26][CH3:27])=[O:24])#[N:17], predict the reactants needed to synthesize it. The reactants are: S(=O)(=O)(O)O.[NH2:6][CH2:7][C:8]#[N:9].[C:10]([O-])(=O)C=C.C([N:17]([CH2:20][CH3:21])CC)C.[C:22]([O:25][CH2:26][CH3:27])(=[O:24])C. (2) The reactants are: [Cl:1][C:2]1[CH:3]=[C:4]2[C:12](=[CH:13][CH:14]=1)[NH:11][C:10]1[CH2:9][CH2:8][CH2:7][C:6](=O)[C:5]2=1.C(=O)(O)O.[NH2:20][NH:21][C:22]([NH2:24])=[NH:23]. Given the product [Cl:1][C:2]1[CH:3]=[C:4]2[C:12](=[CH:13][CH:14]=1)[NH:11][C:10]1[CH2:9][CH2:8][CH2:7][C:6](=[N:20][NH:21][C:22](=[NH:23])[NH2:24])[C:5]2=1, predict the reactants needed to synthesize it. (3) Given the product [NH2:17][C:16](=[N:32][OH:33])[CH2:15][CH2:14][CH2:13][CH2:12][C:7]1[CH:6]=[CH:5][C:4]2[C:3]([C:18]([NH:20][CH2:21][C:22]34[CH2:29][CH:28]5[CH2:27][CH:26]([CH2:25][CH:24]([CH2:30]5)[CH2:23]3)[CH2:31]4)=[O:19])=[C:2]([Cl:1])[CH:11]=[CH:10][C:9]=2[N:8]=1, predict the reactants needed to synthesize it. The reactants are: [Cl:1][C:2]1[CH:11]=[CH:10][C:9]2[N:8]=[C:7]([CH2:12][CH2:13][CH2:14][CH2:15][C:16]#[N:17])[CH:6]=[CH:5][C:4]=2[C:3]=1[C:18]([NH:20][CH2:21][C:22]12[CH2:31][CH:26]3[CH2:27][CH:28]([CH2:30][CH:24]([CH2:25]3)[CH2:23]1)[CH2:29]2)=[O:19].[NH2:32][OH:33]. (4) Given the product [F:1][C:2]([F:18])([F:19])[CH2:3][CH2:4][C:5]([C:7]1[CH:17]=[CH:16][C:10]([C:11]([O:13][CH2:14][CH3:15])=[O:12])=[CH:9][CH:8]=1)=[O:6], predict the reactants needed to synthesize it. The reactants are: [F:1][C:2]([F:19])([F:18])[CH2:3][CH2:4][CH:5]([C:7]1[CH:17]=[CH:16][C:10]([C:11]([O:13][CH2:14][CH3:15])=[O:12])=[CH:9][CH:8]=1)[OH:6].C(N(CC)CC)C. (5) Given the product [Cl:1][C:2]1[CH:7]=[CH:6][C:5]([C:8]2[C:9]([C:14]([OH:16])=[O:15])=[CH:10][CH:11]=[CH:12][CH:13]=2)=[CH:4][C:3]=1[C:19]([NH:21][CH2:22][C:23]1([OH:30])[CH2:24][CH2:25][CH2:26][CH2:27][CH2:28][CH2:29]1)=[O:20], predict the reactants needed to synthesize it. The reactants are: [Cl:1][C:2]1[CH:7]=[CH:6][C:5]([C:8]2[C:9]([C:14]([O:16]CC)=[O:15])=[CH:10][CH:11]=[CH:12][CH:13]=2)=[CH:4][C:3]=1[C:19]([NH:21][CH2:22][C:23]1([OH:30])[CH2:29][CH2:28][CH2:27][CH2:26][CH2:25][CH2:24]1)=[O:20].CO.[OH-].[K+]. (6) The reactants are: F[C:2]1[CH:9]=[CH:8][C:5]([CH:6]=[O:7])=[CH:4][CH:3]=1.[Cl:10][C:11]1[CH:16]=[CH:15][C:14]([SH:17])=[CH:13][CH:12]=1.C([O-])([O-])=O.[K+].[K+].CN(C=O)C. Given the product [Cl:10][C:11]1[CH:16]=[CH:15][C:14]([S:17][C:2]2[CH:9]=[CH:8][C:5]([CH:6]=[O:7])=[CH:4][CH:3]=2)=[CH:13][CH:12]=1, predict the reactants needed to synthesize it. (7) Given the product [N:1]1([CH2:6][CH2:7][NH:8][C:16]2[CH:21]=[CH:20][C:19]([NH:22][C:23]([C:25]3[C:26]([C:31]4[CH:32]=[CH:33][C:34]([C:37]([F:38])([F:39])[F:40])=[CH:35][CH:36]=4)=[CH:27][CH:28]=[CH:29][CH:30]=3)=[O:24])=[CH:18][CH:17]=2)[CH:5]=[CH:4][CH:3]=[N:2]1, predict the reactants needed to synthesize it. The reactants are: [N:1]1([CH2:6][CH2:7][N:8]([C:16]2[CH:21]=[CH:20][C:19]([NH:22][C:23]([C:25]3[CH:30]=[CH:29][CH:28]=[CH:27][C:26]=3[C:31]3[CH:36]=[CH:35][C:34]([C:37]([F:40])([F:39])[F:38])=[CH:33][CH:32]=3)=[O:24])=[CH:18][CH:17]=2)C(=O)OC(C)(C)C)[CH:5]=[CH:4][CH:3]=[N:2]1.FC(F)(F)C(O)=O. (8) The reactants are: [F:1][C:2]1(F)[CH2:6][NH:5][C@@H:4]([C:7]([O:9][CH3:10])=[O:8])[CH2:3]1. Given the product [F:1][C:2]1[CH:3]=[C:4]([C:7]([O:9][CH3:10])=[O:8])[NH:5][CH:6]=1, predict the reactants needed to synthesize it. (9) Given the product [CH2:1]([O:8][C:9]([NH:11][C@H:12]1[CH2:17][CH2:16][N:15]([C:18]2[CH:51]=[C:50]([CH:55]=[CH:54][CH:53]=2)[C:49]([O:48][CH3:47])=[O:32])[CH2:14][C@H:13]1[O:25][CH2:26][CH2:27][CH3:28])=[O:10])[C:2]1[CH:3]=[CH:4][CH:5]=[CH:6][CH:7]=1, predict the reactants needed to synthesize it. The reactants are: [CH2:1]([O:8][C:9]([NH:11][C@H:12]1[CH2:17][CH2:16][N:15]([C:18](OC(C)(C)C)=O)[CH2:14][C@H:13]1[O:25][CH2:26][CH2:27][CH3:28])=[O:10])[C:2]1[CH:7]=[CH:6][CH:5]=[CH:4][CH:3]=1.Cl.C(OCC)(=[O:32])C.C(O[C@H]1[C@@H](N[C:47](=O)[O:48][CH2:49][C:50]2[CH:55]=[CH:54][CH:53]=C[CH:51]=2)CCNC1)CC.C1C=CC(P(C2C(C3C(P(C4C=CC=CC=4)C4C=CC=CC=4)=CC=C4C=3C=CC=C4)=C3C(C=CC=C3)=CC=2)C2C=CC=CC=2)=CC=1.C(=O)([O-])[O-].[Cs+].[Cs+].